This data is from Merck oncology drug combination screen with 23,052 pairs across 39 cell lines. The task is: Regression. Given two drug SMILES strings and cell line genomic features, predict the synergy score measuring deviation from expected non-interaction effect. (1) Drug 1: O=P1(N(CCCl)CCCl)NCCCO1. Drug 2: CCN(CC)CCNC(=O)c1c(C)[nH]c(C=C2C(=O)Nc3ccc(F)cc32)c1C. Cell line: SKMES1. Synergy scores: synergy=8.50. (2) Drug 1: Cc1nc(Nc2ncc(C(=O)Nc3c(C)cccc3Cl)s2)cc(N2CCN(CCO)CC2)n1. Drug 2: CNC(=O)c1cc(Oc2ccc(NC(=O)Nc3ccc(Cl)c(C(F)(F)F)c3)cc2)ccn1. Cell line: HT29. Synergy scores: synergy=22.0. (3) Drug 1: Cn1c(=O)n(-c2ccc(C(C)(C)C#N)cc2)c2c3cc(-c4cnc5ccccc5c4)ccc3ncc21. Synergy scores: synergy=5.50. Drug 2: CCc1cnn2c(NCc3ccc[n+]([O-])c3)cc(N3CCCCC3CCO)nc12. Cell line: NCIH520. (4) Drug 1: NC1(c2ccc(-c3nc4ccn5c(=O)[nH]nc5c4cc3-c3ccccc3)cc2)CCC1. Drug 2: O=C(NOCC(O)CO)c1ccc(F)c(F)c1Nc1ccc(I)cc1F. Cell line: NCIH1650. Synergy scores: synergy=-0.959. (5) Drug 1: N.N.O=C(O)C1(C(=O)O)CCC1.[Pt]. Drug 2: NC(=O)c1cccc2cn(-c3ccc(C4CCCNC4)cc3)nc12. Cell line: SKOV3. Synergy scores: synergy=6.02. (6) Drug 1: CCN(CC)CCNC(=O)c1c(C)[nH]c(C=C2C(=O)Nc3ccc(F)cc32)c1C. Drug 2: NC1(c2ccc(-c3nc4ccn5c(=O)[nH]nc5c4cc3-c3ccccc3)cc2)CCC1. Cell line: NCIH460. Synergy scores: synergy=29.0. (7) Drug 2: COC1=C2CC(C)CC(OC)C(O)C(C)C=C(C)C(OC(N)=O)C(OC)C=CC=C(C)C(=O)NC(=CC1=O)C2=O. Drug 1: CC1CC2C3CCC4=CC(=O)C=CC4(C)C3(F)C(O)CC2(C)C1(O)C(=O)CO. Cell line: RKO. Synergy scores: synergy=7.58. (8) Drug 1: O=S1(=O)NC2(CN1CC(F)(F)F)C1CCC2Cc2cc(C=CCN3CCC(C(F)(F)F)CC3)ccc2C1. Drug 2: COc1cc(C2c3cc4c(cc3C(OC3OC5COC(C)OC5C(O)C3O)C3COC(=O)C23)OCO4)cc(OC)c1O. Cell line: EFM192B. Synergy scores: synergy=-2.29. (9) Drug 1: O=S1(=O)NC2(CN1CC(F)(F)F)C1CCC2Cc2cc(C=CCN3CCC(C(F)(F)F)CC3)ccc2C1. Drug 2: CN(Cc1cnc2nc(N)nc(N)c2n1)c1ccc(C(=O)NC(CCC(=O)O)C(=O)O)cc1. Cell line: SKOV3. Synergy scores: synergy=12.2. (10) Synergy scores: synergy=-18.2. Drug 1: CC(C)CC(NC(=O)C(Cc1ccccc1)NC(=O)c1cnccn1)B(O)O. Cell line: HT29. Drug 2: CCC1(O)C(=O)OCc2c1cc1n(c2=O)Cc2cc3c(CN(C)C)c(O)ccc3nc2-1.